From a dataset of Full USPTO retrosynthesis dataset with 1.9M reactions from patents (1976-2016). Predict the reactants needed to synthesize the given product. (1) Given the product [CH2:1]([N:8]1[CH2:12][CH2:11][C:10](=[N:15][OH:16])[CH2:9]1)[C:2]1[CH:7]=[CH:6][CH:5]=[CH:4][CH:3]=1, predict the reactants needed to synthesize it. The reactants are: [CH2:1]([N:8]1[CH2:12][CH2:11][C:10](=O)[CH2:9]1)[C:2]1[CH:7]=[CH:6][CH:5]=[CH:4][CH:3]=1.Cl.[NH2:15][OH:16]. (2) Given the product [NH2:1][C:2]1[N:3]=[CH:4][C:5]([C:8]2[CH:13]=[CH:12][C:11]([C:14]3[CH:19]=[CH:18][CH:17]=[CH:16][C:15]=3[C:20]([N:24]3[CH2:29][CH2:28][CH:27]([OH:30])[CH2:26][CH2:25]3)=[O:21])=[CH:10][C:9]=2[F:23])=[N:6][CH:7]=1, predict the reactants needed to synthesize it. The reactants are: [NH2:1][C:2]1[CH:7]=[N:6][C:5]([C:8]2[CH:13]=[CH:12][C:11]([C:14]3[C:15]([C:20](O)=[O:21])=[CH:16][CH:17]=[CH:18][CH:19]=3)=[CH:10][C:9]=2[F:23])=[CH:4][N:3]=1.[NH:24]1[CH2:29][CH2:28][CH:27]([OH:30])[CH2:26][CH2:25]1. (3) Given the product [CH3:7][C:8]1[N:12]([CH2:13][C:14]([N:16]2[CH2:17][CH2:18][CH:19]([C:22]3[S:23][CH:24]=[C:25]([CH2:27][S:28]([C:29]4[C:38]5[C:33](=[CH:34][CH:35]=[CH:36][CH:37]=5)[CH:32]=[CH:31][CH:30]=4)=[O:2])[N:26]=3)[CH2:20][CH2:21]2)=[O:15])[N:11]=[C:10]([C:39]([F:40])([F:42])[F:41])[CH:9]=1, predict the reactants needed to synthesize it. The reactants are: I([O-])(=O)(=O)=[O:2].[Na+].[CH3:7][C:8]1[N:12]([CH2:13][C:14]([N:16]2[CH2:21][CH2:20][CH:19]([C:22]3[S:23][CH:24]=[C:25]([CH2:27][S:28][C:29]4[C:38]5[C:33](=[CH:34][CH:35]=[CH:36][CH:37]=5)[CH:32]=[CH:31][CH:30]=4)[N:26]=3)[CH2:18][CH2:17]2)=[O:15])[N:11]=[C:10]([C:39]([F:42])([F:41])[F:40])[CH:9]=1.[Cl-].[Na+]. (4) Given the product [Cl-:1].[F:2][C:3]1[CH:17]=[CH:16][C:6]([CH2:7][NH3+:8])=[C:5]([C:18]([NH:20][CH3:21])=[O:19])[CH:4]=1, predict the reactants needed to synthesize it. The reactants are: [ClH:1].[F:2][C:3]1[CH:17]=[CH:16][C:6]([CH2:7][NH:8]C(=O)OC(C)(C)C)=[C:5]([C:18]([NH:20][CH3:21])=[O:19])[CH:4]=1. (5) Given the product [Br:21][C:22]1[CH:23]=[C:24]([CH:26]=[CH:27][C:28]=1[CH2:29][CH3:30])[NH:25][C:2]1[N:11]=[CH:10][C:9]([CH2:12][C:13]2[CH:14]=[N:15][C:16]([O:19][CH3:20])=[CH:17][CH:18]=2)=[C:8]2[C:3]=1[CH:4]=[CH:5][CH:6]=[N:7]2.[Br:21][C:22]1[CH:23]=[C:24]([CH:26]=[CH:27][C:28]=1[CH2:29][CH3:30])[NH:25][C:2]1[N:11]=[CH:10][C:9]([CH2:12][C:13]2[CH:14]=[N:15][C:16]([OH:19])=[CH:17][CH:18]=2)=[C:8]2[C:3]=1[CH:4]=[CH:5][CH:6]=[N:7]2, predict the reactants needed to synthesize it. The reactants are: Cl[C:2]1[N:11]=[CH:10][C:9]([CH2:12][C:13]2[CH:14]=[N:15][C:16]([O:19][CH3:20])=[CH:17][CH:18]=2)=[C:8]2[C:3]=1[CH:4]=[CH:5][CH:6]=[N:7]2.[Br:21][C:22]1[CH:23]=[C:24]([CH:26]=[CH:27][C:28]=1[CH2:29][CH3:30])[NH2:25].Cl.O1CCOCC1.C([O-])([O-])=O.[Na+].[Na+].